This data is from NCI-60 drug combinations with 297,098 pairs across 59 cell lines. The task is: Regression. Given two drug SMILES strings and cell line genomic features, predict the synergy score measuring deviation from expected non-interaction effect. (1) Drug 1: CS(=O)(=O)CCNCC1=CC=C(O1)C2=CC3=C(C=C2)N=CN=C3NC4=CC(=C(C=C4)OCC5=CC(=CC=C5)F)Cl. Drug 2: CCC1(C2=C(COC1=O)C(=O)N3CC4=CC5=C(C=CC(=C5CN(C)C)O)N=C4C3=C2)O.Cl. Cell line: HCC-2998. Synergy scores: CSS=24.4, Synergy_ZIP=-2.06, Synergy_Bliss=-1.32, Synergy_Loewe=-6.15, Synergy_HSA=0.978. (2) Drug 1: CN1C2=C(C=C(C=C2)N(CCCl)CCCl)N=C1CCCC(=O)O.Cl. Drug 2: N.N.Cl[Pt+2]Cl. Cell line: UO-31. Synergy scores: CSS=9.68, Synergy_ZIP=-6.33, Synergy_Bliss=-0.306, Synergy_Loewe=-7.64, Synergy_HSA=0.197.